Dataset: Full USPTO retrosynthesis dataset with 1.9M reactions from patents (1976-2016). Task: Predict the reactants needed to synthesize the given product. (1) Given the product [NH2:19][C:16]1[CH:17]=[CH:18][C:13]([C:2]([CH3:1])([C:3]([O:5][CH2:6][CH3:7])=[O:4])[C:8]([O:10][CH2:11][CH3:12])=[O:9])=[CH:14][CH:15]=1, predict the reactants needed to synthesize it. The reactants are: [CH3:1][C:2]([C:13]1[CH:18]=[CH:17][C:16]([N+:19]([O-])=O)=[CH:15][CH:14]=1)([C:8]([O:10][CH2:11][CH3:12])=[O:9])[C:3]([O:5][CH2:6][CH3:7])=[O:4]. (2) The reactants are: [N+:1]([C:4]1[CH:9]=[CH:8][C:7]([C:10]([CH2:21][C:22]2[CH:27]=[CH:26][CH:25]=[CH:24][N:23]=2)([C:16]([O:18][CH2:19][CH3:20])=[O:17])[C:11]([O:13][CH2:14][CH3:15])=[O:12])=[CH:6][CH:5]=1)([O-])=O.[H][H]. Given the product [NH2:1][C:4]1[CH:5]=[CH:6][C:7]([C:10]([CH2:21][C:22]2[CH:27]=[CH:26][CH:25]=[CH:24][N:23]=2)([C:11]([O:13][CH2:14][CH3:15])=[O:12])[C:16]([O:18][CH2:19][CH3:20])=[O:17])=[CH:8][CH:9]=1, predict the reactants needed to synthesize it.